Task: Predict the reaction yield, written as a fraction of the theoretical maximum amount of product (1.0 means a 100% yield; for example, 0.34 means a 34% yield).. Dataset: Reaction yield outcomes from USPTO patents with 853,638 reactions (1) The reactants are C[O:2][C:3](=O)[C:4]1[CH:9]=[CH:8][C:7]([NH:10][C:11](=[O:31])[CH:12]([C:19]2[CH:24]=[CH:23][C:22]([C:25]3[CH:30]=[CH:29][CH:28]=[CH:27][CH:26]=3)=[CH:21][CH:20]=2)[CH2:13][CH:14]2[CH2:18][CH2:17][CH2:16][CH2:15]2)=[N:6][CH:5]=1.[H-].[Al+3].[Li+].[H-].[H-].[H-]. The catalyst is C(OCC)C. The product is [C:22]1([C:25]2[CH:30]=[CH:29][CH:28]=[CH:27][CH:26]=2)[CH:21]=[CH:20][C:19]([CH:12]([CH2:13][CH:14]2[CH2:18][CH2:17][CH2:16][CH2:15]2)[C:11]([NH:10][C:7]2[CH:8]=[CH:9][C:4]([CH2:3][OH:2])=[CH:5][N:6]=2)=[O:31])=[CH:24][CH:23]=1. The yield is 0.360. (2) The reactants are [F:1][C:2]1[CH:24]=[CH:23][CH:22]=[CH:21][C:3]=1[CH2:4][O:5][C:6]1[CH:11]=[CH:10][C:9]([N+:12]([O-])=O)=[CH:8][C:7]=1[C:15]#[C:16][Si](C)(C)C.C(=O)([O-])[O-].[K+].[K+]. The catalyst is C(OCC)(=O)C.C(O)C.CO.C(Cl)Cl.[Pt]. The product is [C:15]([C:7]1[CH:8]=[C:9]([CH:10]=[CH:11][C:6]=1[O:5][CH2:4][C:3]1[CH:21]=[CH:22][CH:23]=[CH:24][C:2]=1[F:1])[NH2:12])#[CH:16]. The yield is 0.620. (3) The catalyst is ClCCl.C(OCC)C. The reactants are [C:1]1([CH:7]([NH:9][C:10]2[CH:11]=[C:12]([N:19]3[CH2:25][CH2:24][CH2:23][N:22](C(OC(C)(C)C)=O)[CH2:21][CH2:20]3)[CH:13]=[CH:14][C:15]=2[N+:16]([O-:18])=[O:17])[CH3:8])[CH:6]=[CH:5][CH:4]=[CH:3][CH:2]=1.[ClH:33]. The product is [ClH:33].[N:19]1([C:12]2[CH:13]=[CH:14][C:15]([N+:16]([O-:18])=[O:17])=[C:10]([NH:9][CH:7]([C:1]3[CH:6]=[CH:5][CH:4]=[CH:3][CH:2]=3)[CH3:8])[CH:11]=2)[CH2:25][CH2:24][CH2:23][NH:22][CH2:21][CH2:20]1. The yield is 0.680. (4) The reactants are [CH3:1][N:2]1[C:11]2[NH:10][C:9]3[CH:12]=[C:13]([CH3:16])[CH:14]=[CH:15][C:8]=3[N:7]([C:17]([C:19]3[CH:26]=[CH:25][C:22]([C:23]#[N:24])=[C:21]([CH3:27])[CH:20]=3)=[O:18])[CH2:6][C:5]=2[CH:4]=[N:3]1.CC1C=C2N=C3C(=NC(NC3=O)=O)N(C[C@H](O)[C@H](O)[C@H](O)CO)C2=CC=1C.N1CCCC(=O)C2C=CC=CC1=2.[BH4-].[Na+].[NH4+].[Cl-]. The catalyst is CO.O.O.O.O.O.O.[Co](Cl)Cl. The product is [NH2:24][CH2:23][C:22]1[CH:25]=[CH:26][C:19]([C:17]([N:7]2[CH2:6][C:5]3[CH:4]=[N:3][N:2]([CH3:1])[C:11]=3[NH:10][C:9]3[CH:12]=[C:13]([CH3:16])[CH:14]=[CH:15][C:8]2=3)=[O:18])=[CH:20][C:21]=1[CH3:27]. The yield is 0.350.